Dataset: Catalyst prediction with 721,799 reactions and 888 catalyst types from USPTO. Task: Predict which catalyst facilitates the given reaction. (1) Reactant: [CH2:1]([N:8]1[C:13](=[O:14])[C:12]([O:15][CH3:16])=[C:11](Cl)[CH:10]=[N:9]1)[C:2]1[CH:7]=[CH:6][CH:5]=[CH:4][CH:3]=1.[Cl:18][C:19]1[CH:24]=[CH:23][C:22](B(O)O)=[CH:21][CH:20]=1.C([O-])([O-])=O.[Na+].[Na+]. Product: [CH2:1]([N:8]1[C:13](=[O:14])[C:12]([O:15][CH3:16])=[C:11]([C:22]2[CH:23]=[CH:24][C:19]([Cl:18])=[CH:20][CH:21]=2)[CH:10]=[N:9]1)[C:2]1[CH:7]=[CH:6][CH:5]=[CH:4][CH:3]=1. The catalyst class is: 398. (2) Reactant: S(Cl)([Cl:3])=O.[Cl:5][C:6]1[CH:16]=[CH:15][C:9]([CH:10]=[CH:11][C:12](O)=[O:13])=[CH:8][CH:7]=1. Product: [Cl:5][C:6]1[CH:16]=[CH:15][C:9]([CH:10]=[CH:11][C:12]([Cl:3])=[O:13])=[CH:8][CH:7]=1. The catalyst class is: 4. (3) Reactant: [CH2:1](Cl)[C:2]1[CH:7]=[CH:6][CH:5]=[CH:4][CH:3]=1.C(=O)([O-])[O-].[Na+].[Na+].CN(C=O)C.Cl.[CH3:21][C:22]1([C:28]([NH2:30])=[O:29])[CH2:27][CH2:26][NH:25][CH2:24][CH2:23]1. Product: [CH2:1]([N:25]1[CH2:26][CH2:27][C:22]([CH3:21])([C:28]([NH2:30])=[O:29])[CH2:23][CH2:24]1)[C:2]1[CH:7]=[CH:6][CH:5]=[CH:4][CH:3]=1. The catalyst class is: 161.